Dataset: Catalyst prediction with 721,799 reactions and 888 catalyst types from USPTO. Task: Predict which catalyst facilitates the given reaction. Reactant: [N+:1]([C:4]1[CH:5]=[C:6]([CH:20]=[CH:21][CH:22]=1)[C:7]([NH:9][CH2:10][C:11]1[CH:19]=[CH:18][C:14]([C:15]([O-])=[O:16])=[CH:13][CH:12]=1)=[O:8])([O-:3])=[O:2].O.[NH2:24][NH2:25]. Product: [NH:24]([C:15]([C:14]1[CH:18]=[CH:19][C:11]([CH2:10][NH:9][C:7](=[O:8])[C:6]2[CH:20]=[CH:21][CH:22]=[C:4]([N+:1]([O-:3])=[O:2])[CH:5]=2)=[CH:12][CH:13]=1)=[O:16])[NH2:25]. The catalyst class is: 14.